Task: Predict the reaction yield, written as a fraction of the theoretical maximum amount of product (1.0 means a 100% yield; for example, 0.34 means a 34% yield).. Dataset: Reaction yield outcomes from USPTO patents with 853,638 reactions The reactants are C(OC(=O)[NH:10][CH2:11][CH2:12][CH2:13][CH2:14][C:15]1[CH:20]=[CH:19][C:18]([O:21][CH2:22][CH2:23][CH2:24][C:25]2[NH:29][N:28]=[N:27][N:26]=2)=[CH:17][CH:16]=1)C1C=CC=CC=1. The catalyst is CO.ClCCl.[Pd]. The product is [NH:29]1[C:25]([CH2:24][CH2:23][CH2:22][O:21][C:18]2[CH:19]=[CH:20][C:15]([CH2:14][CH2:13][CH2:12][CH2:11][NH2:10])=[CH:16][CH:17]=2)=[N:26][N:27]=[N:28]1. The yield is 0.990.